Dataset: Catalyst prediction with 721,799 reactions and 888 catalyst types from USPTO. Task: Predict which catalyst facilitates the given reaction. (1) Reactant: [NH2:1][C:2]([CH:16]([O:18][CH3:19])[CH3:17])=[CH:3][C:4]([C:6]1[CH:11]=[CH:10][C:9]([C:12]([F:15])([F:14])[F:13])=[CH:8][CH:7]=1)=[O:5].FC(F)(F)C(O)=O.[CH3:27][C:28]1([CH3:36])[CH2:33][C:32](=O)[CH2:31][C:30](=[O:35])[CH2:29]1.[CH:37]1([CH:42]=O)[CH2:41][CH2:40][CH2:39][CH2:38]1. Product: [CH:37]1([CH:42]2[C:31]3[C:30](=[O:35])[CH2:29][C:28]([CH3:27])([CH3:36])[CH2:33][C:32]=3[NH:1][C:2]([CH:16]([O:18][CH3:19])[CH3:17])=[C:3]2[C:4](=[O:5])[C:6]2[CH:11]=[CH:10][C:9]([C:12]([F:14])([F:15])[F:13])=[CH:8][CH:7]=2)[CH2:41][CH2:40][CH2:39][CH2:38]1. The catalyst class is: 740. (2) Reactant: CS(C)=O.C(Cl)(=O)C(Cl)=O.[OH:11][C@@H:12]1[C@@H:17]([C:18]2[CH:23]=[CH:22][C:21]([O:24][CH3:25])=[CH:20][CH:19]=2)[CH2:16][CH2:15][N:14]([CH:26]2[CH2:30][CH2:29][N:28]([CH2:31][C:32]3[CH:37]=[CH:36][C:35]([CH3:38])=[CH:34][CH:33]=3)[C:27]2=[O:39])[CH2:13]1.C(N(CC)CC)C. Product: [CH3:25][O:24][C:21]1[CH:22]=[CH:23][C:18]([CH:17]2[CH2:16][CH2:15][N:14]([CH:26]3[CH2:30][CH2:29][N:28]([CH2:31][C:32]4[CH:33]=[CH:34][C:35]([CH3:38])=[CH:36][CH:37]=4)[C:27]3=[O:39])[CH2:13][C:12]2=[O:11])=[CH:19][CH:20]=1. The catalyst class is: 2. (3) Reactant: [O-]CC.[Na+].C([O:7][C:8](=[O:39])[CH2:9][C:10]1[CH:15]=[CH:14][C:13]([O:16][CH3:17])=[C:12]([O:18][C:19]2[CH:24]=[CH:23][C:22]([NH:25][C:26]([NH:28][CH2:29][CH2:30]Cl)=[O:27])=[CH:21][C:20]=2[CH2:32][S:33][CH2:34][C:35]([F:38])([F:37])[F:36])[CH:11]=1)C. Product: [CH3:17][O:16][C:13]1[CH:14]=[CH:15][C:10]([CH2:9][C:8]([OH:7])=[O:39])=[CH:11][C:12]=1[O:18][C:19]1[CH:24]=[CH:23][C:22]([N:25]2[CH2:30][CH2:29][NH:28][C:26]2=[O:27])=[CH:21][C:20]=1[CH2:32][S:33][CH2:34][C:35]([F:37])([F:36])[F:38]. The catalyst class is: 14. (4) Reactant: [C:1]([O:5][C:6]([N:8]1[CH2:13][CH2:12][CH:11]([CH:14]([OH:33])[CH2:15][C:16]2[C:21](Cl)=[CH:20][N:19]=[C:18]([C:23]3[CH:28]=[CH:27][C:26]([S:29]([CH3:32])(=[O:31])=[O:30])=[CH:25][CH:24]=3)[N:17]=2)[CH2:10][CH2:9]1)=[O:7])([CH3:4])([CH3:3])[CH3:2].C(P(C(C)(C)C)C1C=CC2C(=CC=CC=2)C=1C1C2C(=CC=CC=2)C=CC=1)(C)(C)C.C(=O)([O-])[O-].[Cs+].[Cs+].C(OCC)(=O)C. Product: [C:1]([O:5][C:6]([N:8]1[CH2:13][CH2:12][CH:11]([CH:14]2[O:33][C:21]3[CH:20]=[N:19][C:18]([C:23]4[CH:28]=[CH:27][C:26]([S:29]([CH3:32])(=[O:31])=[O:30])=[CH:25][CH:24]=4)=[N:17][C:16]=3[CH2:15]2)[CH2:10][CH2:9]1)=[O:7])([CH3:4])([CH3:3])[CH3:2]. The catalyst class is: 164. (5) Reactant: [CH2:1]([O:8][C:9]1[CH:14]=[CH:13][C:12]([N:15]2[C:23]3[C:18](=[CH:19][CH:20]=[CH:21][CH:22]=3)[CH:17]=[C:16]2[CH2:24][CH2:25][O:26][Si](C(C)(C)C)(C)C)=[CH:11][CH:10]=1)[C:2]1[CH:7]=[CH:6][CH:5]=[CH:4][CH:3]=1.[F-].C([N+](CCCC)(CCCC)CCCC)CCC. Product: [CH2:1]([O:8][C:9]1[CH:10]=[CH:11][C:12]([N:15]2[C:23]3[C:18](=[CH:19][CH:20]=[CH:21][CH:22]=3)[CH:17]=[C:16]2[CH2:24][CH2:25][OH:26])=[CH:13][CH:14]=1)[C:2]1[CH:3]=[CH:4][CH:5]=[CH:6][CH:7]=1. The catalyst class is: 7. (6) Reactant: Cl.[F:2][C:3]([F:34])([F:33])[C:4]1[CH:5]=[C:6]([CH:26]=[C:27]([C:29]([F:32])([F:31])[F:30])[CH:28]=1)[CH2:7][N:8]([CH3:25])[C:9]([C@@H:11]1[CH2:16][CH2:15][NH:14][CH2:13][C@H:12]1[C:17]1[CH:22]=[CH:21][C:20]([F:23])=[CH:19][C:18]=1[CH3:24])=[O:10].Br[CH2:36][C:37]([O:39][C:40]([CH3:43])([CH3:42])[CH3:41])=[O:38].[Na+].[I-].CCN(CC)CC. Product: [F:34][C:3]([F:2])([F:33])[C:4]1[CH:5]=[C:6]([CH:26]=[C:27]([C:29]([F:30])([F:31])[F:32])[CH:28]=1)[CH2:7][N:8]([CH3:25])[C:9]([C@@H:11]1[CH2:16][CH2:15][N:14]([CH2:36][C:37]([O:39][C:40]([CH3:43])([CH3:42])[CH3:41])=[O:38])[CH2:13][C@H:12]1[C:17]1[CH:22]=[CH:21][C:20]([F:23])=[CH:19][C:18]=1[CH3:24])=[O:10]. The catalyst class is: 18. (7) Reactant: [CH:1]1([N:6]2[C:11](=[O:12])[C:10](N3CCCC3=O)=[CH:9][C:8]([C:19]([OH:21])=O)=[CH:7]2)[CH2:5][CH2:4][CH2:3][CH2:2]1.CN(C(ON1N=N[C:32]2[CH:33]=[CH:34][CH:35]=[N:36][C:31]1=2)=[N+](C)C)C.F[P-](F)(F)(F)(F)F.[NH2:46][C@@H:47]([CH2:67][C:68]1[CH:73]=[CH:72][CH:71]=[CH:70][CH:69]=1)[C@H:48]([OH:66])[CH2:49][NH:50][CH:51]1[C:60]2[C:55](=[CH:56][CH:57]=[C:58]([O:61][CH3:62])[CH:59]=2)[C:54](=[O:63])[C:53]([CH3:65])([CH3:64])[CH2:52]1.C(N(C(C)C)CC)(C)C. Product: [CH:1]1([N:6]2[CH:7]=[C:8]([C:19]([NH:46][C@@H:47]([CH2:67][C:68]3[CH:69]=[CH:70][CH:71]=[CH:72][CH:73]=3)[C@H:48]([OH:66])[CH2:49][NH:50][C@H:51]3[C:60]4[C:55](=[CH:56][CH:57]=[C:58]([O:61][CH3:62])[CH:59]=4)[C:54](=[O:63])[C:53]([CH3:64])([CH3:65])[CH2:52]3)=[O:21])[CH:9]=[C:10]([C:31]3[CH:32]=[CH:33][CH:34]=[CH:35][N:36]=3)[C:11]2=[O:12])[CH2:2][CH2:3][CH2:4][CH2:5]1. The catalyst class is: 3.